Predict the reaction yield, written as a fraction of the theoretical maximum amount of product (1.0 means a 100% yield; for example, 0.34 means a 34% yield). From a dataset of Reaction yield outcomes from USPTO patents with 853,638 reactions. The reactants are [N+](C1[CH:5]=[C:6]([NH:13][C:14]2[CH:19]=[CH:18][CH:17]=[C:16]([C:20]([F:23])([F:22])[F:21])[CH:15]=2)[CH:7]=[C:8]([N+:10]([O-])=O)C=1)([O-])=O.B(O)[OH:25].[CH2:27]([N:29]([CH2:32][CH3:33])[CH2:30][CH3:31])C.[Cl:34][C:35]1[CH:36]=C(C=[C:42]([Cl:44])[CH:43]=1)C(Cl)=O. The catalyst is C(Cl)Cl.[Pd]. The product is [NH2:10][C:8]1[CH:31]=[C:30]([N:29]([C:32]2[CH:33]=[C:42]([Cl:44])[CH:43]=[C:35]([Cl:34])[CH:36]=2)[CH:27]=[O:25])[CH:5]=[C:6]([NH:13][C:14]2[CH:19]=[CH:18][CH:17]=[C:16]([C:20]([F:21])([F:22])[F:23])[CH:15]=2)[CH:7]=1. The yield is 0.800.